This data is from Catalyst prediction with 721,799 reactions and 888 catalyst types from USPTO. The task is: Predict which catalyst facilitates the given reaction. (1) Reactant: C(=O)([O-])[O-].[Cs+].[Cs+].[CH2:7]([SH:10])[CH2:8][CH3:9].CN(C=O)C.[Cl:16][C:17]1[CH:22]=[C:21]([Cl:23])[CH:20]=[CH:19][C:18]=1[S:24]([NH:27][C:28]1[N:33]=[C:32](Cl)[C:31]([S:35][C:36]2[CH:41]=[CH:40][C:39]([S:42]([N:45]3[CH2:50][CH2:49][CH2:48][CH2:47][CH2:46]3)(=[O:44])=[O:43])=[CH:38][CH:37]=2)=[CH:30][N:29]=1)(=[O:26])=[O:25]. Product: [Cl:16][C:17]1[CH:22]=[C:21]([Cl:23])[CH:20]=[CH:19][C:18]=1[S:24]([NH:27][C:28]1[N:33]=[C:32]([S:10][CH2:7][CH2:8][CH3:9])[C:31]([S:35][C:36]2[CH:37]=[CH:38][C:39]([S:42]([N:45]3[CH2:50][CH2:49][CH2:48][CH2:47][CH2:46]3)(=[O:44])=[O:43])=[CH:40][CH:41]=2)=[CH:30][N:29]=1)(=[O:26])=[O:25]. The catalyst class is: 21. (2) Reactant: [F:1][C:2]([F:17])([F:16])[C:3]1[CH:11]=[C:10]2[C:6]([CH:7]=[CH:8][N:9]2[CH2:12][C:13]([OH:15])=[O:14])=[CH:5][CH:4]=1.[Cl:18][C:19]1[CH:20]=[N+:21]([O-:44])[CH:22]=[C:23]([Cl:43])[C:24]=1[CH2:25][C@@H:26]([C:28]1[CH:33]=[CH:32][C:31]([O:34][CH:35]([F:37])[F:36])=[C:30]([O:38][CH2:39][CH:40]2[CH2:42][CH2:41]2)[CH:29]=1)O.C(Cl)CCl.Cl. Product: [Cl:18][C:19]1[CH:20]=[N+:21]([O-:44])[CH:22]=[C:23]([Cl:43])[C:24]=1[CH2:25][C@@H:26]([C:28]1[CH:33]=[CH:32][C:31]([O:34][CH:35]([F:37])[F:36])=[C:30]([O:38][CH2:39][CH:40]2[CH2:42][CH2:41]2)[CH:29]=1)[O:14][C:13](=[O:15])[CH2:12][N:9]1[C:10]2[C:6](=[CH:5][CH:4]=[C:3]([C:2]([F:16])([F:1])[F:17])[CH:11]=2)[CH:7]=[CH:8]1. The catalyst class is: 79. (3) Reactant: [Si]([O:8][C@@H:9]1[CH2:14][CH2:13][CH2:12][N:11]([C:15]2[CH:20]=[CH:19][N:18]=[CH:17][C:16]=2[NH:21][C:22]2[N:26]3[N:27]=[C:28]([C:31]4[CH:36]=[CH:35][CH:34]=[CH:33][C:32]=4[Cl:37])[CH:29]=[CH:30][C:25]3=[CH:24][N:23]=2)[CH2:10]1)(C(C)(C)C)(C)C.Cl. Product: [Cl:37][C:32]1[CH:33]=[CH:34][CH:35]=[CH:36][C:31]=1[C:28]1[CH:29]=[CH:30][C:25]2[N:26]([C:22]([NH:21][C:16]3[CH:17]=[N:18][CH:19]=[CH:20][C:15]=3[N:11]3[CH2:12][CH2:13][CH2:14][C@@H:9]([OH:8])[CH2:10]3)=[N:23][CH:24]=2)[N:27]=1. The catalyst class is: 36. (4) Reactant: [Br:1][C:2]1[C:10]([O:11][CH3:12])=[CH:9][C:5]([C:6](O)=[O:7])=[CH:4][C:3]=1[O:13][CH3:14].C1COCC1.CSC.B. Product: [Br:1][C:2]1[C:10]([O:11][CH3:12])=[CH:9][C:5]([CH2:6][OH:7])=[CH:4][C:3]=1[O:13][CH3:14]. The catalyst class is: 6.